This data is from Catalyst prediction with 721,799 reactions and 888 catalyst types from USPTO. The task is: Predict which catalyst facilitates the given reaction. (1) Reactant: Br[CH2:2][C:3]1[C:4]([CH2:8][N:9]2[C:17](=[O:18])[C:16]3[C:11](=[CH:12][CH:13]=[CH:14][CH:15]=3)[C:10]2=[O:19])=[CH:5][S:6][CH:7]=1.[N:20]1[CH:25]=[CH:24][CH:23]=[CH:22][C:21]=1[CH:26]([NH:28][CH2:29][C:30]1[N:34]([CH2:35][O:36][CH2:37][CH2:38][Si:39]([CH3:42])([CH3:41])[CH3:40])[C:33]2[CH:43]=[CH:44][CH:45]=[CH:46][C:32]=2[N:31]=1)[CH3:27].CCN(C(C)C)C(C)C. Product: [N:20]1[CH:25]=[CH:24][CH:23]=[CH:22][C:21]=1[CH:26]([N:28]([CH2:2][C:3]1[C:4]([CH2:8][N:9]2[C:17](=[O:18])[C:16]3[C:11](=[CH:12][CH:13]=[CH:14][CH:15]=3)[C:10]2=[O:19])=[CH:5][S:6][CH:7]=1)[CH2:29][C:30]1[N:34]([CH2:35][O:36][CH2:37][CH2:38][Si:39]([CH3:40])([CH3:41])[CH3:42])[C:33]2[CH:43]=[CH:44][CH:45]=[CH:46][C:32]=2[N:31]=1)[CH3:27]. The catalyst class is: 23. (2) The catalyst class is: 76. Product: [OH:20][C:19]1[C:18]2[O:17][N:16]=[C:15]([C:24]3[CH:29]=[CH:28][C:27]([O:30][CH3:31])=[CH:26][CH:25]=3)[C:14]=2[CH:13]=[N:6][C:7]=1[C:8]([O:10][CH2:11][CH3:12])=[O:9]. Reactant: COC1C=C(OC)C=CC=1C[N:6]([CH2:13][C:14]1[C:15]([C:24]2[CH:29]=[CH:28][C:27]([O:30][CH3:31])=[CH:26][CH:25]=2)=[N:16][O:17][C:18]=1[C:19](OCC)=[O:20])[CH2:7][C:8]([O:10][CH2:11][CH3:12])=[O:9].CC(C)([O-])C.[K+].S(Cl)(Cl)=O. (3) Reactant: [CH:1](NC(C)C)(C)C.C([Li])CCC.[CH3:13][O:14][C:15]1[CH:20]=[CH:19][CH:18]=[CH:17][C:16]=1[CH2:21][C:22]([OH:24])=[O:23].IC. Product: [CH3:13][O:14][C:15]1[CH:20]=[CH:19][CH:18]=[CH:17][C:16]=1[CH:21]([CH3:1])[C:22]([OH:24])=[O:23]. The catalyst class is: 20. (4) Reactant: [C:1]1([C:7]2([C:35]3[CH:40]=[CH:39][CH:38]=[CH:37][CH:36]=3)[CH2:15][C:14]3[N:13](S(C4C=CC(C)=CC=4)(=O)=O)[N:12]=[C:11]([NH:26][C:27](=[O:34])[C:28]4[CH:33]=[CH:32][CH:31]=[CH:30][CH:29]=4)[C:10]=3[CH:9]=[CH:8]2)[CH:6]=[CH:5][CH:4]=[CH:3][CH:2]=1.[OH-].[Na+]. Product: [C:35]1([C:7]2([C:1]3[CH:6]=[CH:5][CH:4]=[CH:3][CH:2]=3)[CH2:15][C:14]3[NH:13][N:12]=[C:11]([NH:26][C:27](=[O:34])[C:28]4[CH:29]=[CH:30][CH:31]=[CH:32][CH:33]=4)[C:10]=3[CH:9]=[CH:8]2)[CH:40]=[CH:39][CH:38]=[CH:37][CH:36]=1. The catalyst class is: 7. (5) Product: [F:13][C:14]1[N:19]=[CH:18][C:17]([CH2:20][CH2:21][CH2:22][CH2:23][CH2:24][CH2:25][CH:26]([OH:43])[C:27]([NH:29][CH2:30][C:31]2[S:32][C:33]([C:36]3[CH:37]=[CH:38][C:39]([O:42][CH2:2][C:3]4[CH:4]=[C:5]([CH:10]=[CH:11][CH:12]=4)[C:6]([O:8][CH3:9])=[O:7])=[CH:40][CH:41]=3)=[N:34][N:35]=2)=[O:28])=[CH:16][CH:15]=1. The catalyst class is: 13. Reactant: Br[CH2:2][C:3]1[CH:4]=[C:5]([CH:10]=[CH:11][CH:12]=1)[C:6]([O:8][CH3:9])=[O:7].[F:13][C:14]1[N:19]=[CH:18][C:17]([CH2:20][CH2:21][CH2:22][CH2:23][CH2:24][CH2:25][CH:26]([OH:43])[C:27]([NH:29][CH2:30][C:31]2[S:32][C:33]([C:36]3[CH:41]=[CH:40][C:39]([OH:42])=[CH:38][CH:37]=3)=[N:34][N:35]=2)=[O:28])=[CH:16][CH:15]=1.C(=O)([O-])[O-].[Cs+].[Cs+].CN(C)C=O. (6) Reactant: [Si](OS(C(F)(F)F)(=O)=O)(C)(C)C.[OH:13][C:14]1[CH:15]=[C:16]([CH2:31][C:32]([O:34][CH3:35])=[O:33])[CH:17]=[C:18]([OH:30])[C:19]=1[C@@H:20]1[CH2:25][C:24](=[O:26])[C@H:23]2[CH2:27][C@H:21]1[C:22]2([CH3:29])[CH3:28].C(Cl)Cl.[N+](C)([O-])=O. Product: [CH3:35][O:34][C:32](=[O:33])[CH2:31][C:16]1[CH:15]=[C:14]2[C:19]([C@@H:20]3[CH2:25][C:24](=[O:26])[CH2:23][CH2:27][C@H:21]3[C:22]([CH3:28])([CH3:29])[O:13]2)=[C:18]([OH:30])[CH:17]=1. The catalyst class is: 13. (7) Reactant: Cl[C:2]1[CH:7]=[CH:6][C:5]([C:8]#[C:9][C:10]2[N:11]=[C:12]([CH3:15])[S:13][CH:14]=2)=[CH:4][N:3]=1.[C:16]([C:18]1[CH:23]=[CH:22][CH:21]=[CH:20][C:19]=1B(O)O)#[N:17].C(=O)([O-])[O-].[K+].[K+]. Product: [CH3:15][C:12]1[S:13][CH:14]=[C:10]([C:9]#[C:8][C:5]2[CH:6]=[CH:7][C:2]([C:19]3[CH:20]=[CH:21][CH:22]=[CH:23][C:18]=3[C:16]#[N:17])=[N:3][CH:4]=2)[N:11]=1. The catalyst class is: 235. (8) Reactant: [NH2:1][C:2]1[N:7]=[C:6]([Cl:8])[C:5]([CH:9]=[O:10])=[C:4]([Cl:11])[N:3]=1.[CH:12]([Mg]Br)=[CH2:13].O.Cl. Product: [NH2:1][C:2]1[N:3]=[C:4]([Cl:11])[C:5]([CH:9]([OH:10])[CH:12]=[CH2:13])=[C:6]([Cl:8])[N:7]=1. The catalyst class is: 7. (9) Reactant: C(OC([N:11]1[CH2:20][CH2:19][C:18]2[C:13](=[C:14]([C:22]3[CH:27]=[CH:26][C:25]([CH2:28][C:29]([O:31][CH2:32][CH3:33])=[O:30])=[CH:24][C:23]=3[O:34][CH3:35])[CH:15]=[CH:16][C:17]=2[F:21])[CH2:12]1)=O)C1C=CC=CC=1. Product: [F:21][C:17]1[CH:16]=[CH:15][C:14]([C:22]2[CH:27]=[CH:26][C:25]([CH2:28][C:29]([O:31][CH2:32][CH3:33])=[O:30])=[CH:24][C:23]=2[O:34][CH3:35])=[C:13]2[C:18]=1[CH2:19][CH2:20][NH:11][CH2:12]2. The catalyst class is: 99. (10) Reactant: [F:1][C:2]1[N:7]=[CH:6][C:5]([OH:8])=[CH:4][CH:3]=1.[H-].[Na+].[CH3:11][O:12][CH2:13]Cl. Product: [F:1][C:2]1[CH:3]=[CH:4][C:5]([O:8][CH2:11][O:12][CH3:13])=[CH:6][N:7]=1. The catalyst class is: 288.